From a dataset of Reaction yield outcomes from USPTO patents with 853,638 reactions. Predict the reaction yield, written as a fraction of the theoretical maximum amount of product (1.0 means a 100% yield; for example, 0.34 means a 34% yield). (1) The catalyst is C(Cl)Cl. The yield is 0.480. The product is [C:1](/[CH:3]=[CH:4]/[S:5]([C:8]1[CH:9]=[CH:10][C:11]([C:14]([CH3:19])([CH3:18])[C:15]([NH:32][C:29]2[CH:28]=[CH:27][C:26]([CH2:25][O:24][CH2:23][CH2:22][O:21][CH3:20])=[CH:31][CH:30]=2)=[O:17])=[CH:12][CH:13]=1)(=[O:6])=[O:7])#[N:2]. The reactants are [C:1](/[CH:3]=[CH:4]/[S:5]([C:8]1[CH:13]=[CH:12][C:11]([C:14]([CH3:19])([CH3:18])[C:15]([OH:17])=O)=[CH:10][CH:9]=1)(=[O:7])=[O:6])#[N:2].[CH3:20][O:21][CH2:22][CH2:23][O:24][CH2:25][C:26]1[CH:31]=[CH:30][C:29]([NH2:32])=[CH:28][CH:27]=1.Cl.CN(C)CCCN=C=NCC.ON1C2C=CC=CC=2N=N1. (2) The reactants are C(OC(=O)[NH:7][CH2:8][CH2:9][CH2:10][N:11]1[CH2:16][CH2:15][CH:14]([N:17]2[CH2:22][CH2:21][CH2:20][CH2:19][CH2:18]2)[CH2:13][CH2:12]1)(C)(C)C.[ClH:24]. The catalyst is O1CCOCC1.C(OCC)C. The product is [ClH:24].[ClH:24].[ClH:24].[N:17]1([CH:14]2[CH2:15][CH2:16][N:11]([CH2:10][CH2:9][CH2:8][NH2:7])[CH2:12][CH2:13]2)[CH2:22][CH2:21][CH2:20][CH2:19][CH2:18]1. The yield is 0.920. (3) The reactants are [C:1]([O:5][C:6]([N:8]1[CH2:13][CH2:12][CH:11]([C:14]2[C:23]3[C:18](=[CH:19][C:20]([O:24][CH2:25][CH2:26][CH2:27][C:28]#[N:29])=[CH:21][CH:22]=3)[N:17]=[CH:16][N:15]=2)[CH2:10][CH2:9]1)=[O:7])([CH3:4])([CH3:3])[CH3:2].[N-:30]=[N+:31]=[N-:32].[Na+].Cl. The catalyst is C1(C)C=CC=CC=1. The product is [C:1]([O:5][C:6]([N:8]1[CH2:13][CH2:12][CH:11]([C:14]2[C:23]3[C:18](=[CH:19][C:20]([O:24][CH2:25][CH2:26][CH2:27][C:28]4[NH:32][N:31]=[N:30][N:29]=4)=[CH:21][CH:22]=3)[N:17]=[CH:16][N:15]=2)[CH2:10][CH2:9]1)=[O:7])([CH3:4])([CH3:3])[CH3:2]. The yield is 0.440. (4) The reactants are [OH:1][C:2]1([C:14]2[N:22](C3CCCCO3)[C:21]3[C:20](=[O:29])[N:19]([CH2:30][CH2:31][CH3:32])[C:18](=[O:33])[N:17]([CH2:34][CH2:35][CH3:36])[C:16]=3[N:15]=2)[CH2:8][CH:7]2[O:9][CH:4]([CH:5]([CH2:12][OH:13])[CH:6]2[CH2:10][OH:11])[CH2:3]1.Cl. The catalyst is C1COCC1.CO. The product is [OH:1][C:2]1([C:14]2[NH:22][C:21]3[C:20](=[O:29])[N:19]([CH2:30][CH2:31][CH3:32])[C:18](=[O:33])[N:17]([CH2:34][CH2:35][CH3:36])[C:16]=3[N:15]=2)[CH2:3][CH:4]2[O:9][CH:7]([CH:6]([CH2:10][OH:11])[CH:5]2[CH2:12][OH:13])[CH2:8]1. The yield is 0.100. (5) The reactants are Br[C:2]1[CH:3]=[C:4]([C:8]([O:10][CH3:11])=[O:9])[O:5][C:6]=1[CH3:7].[CH3:12][N:13]1[C:17](B2OC(C)(C)C(C)(C)O2)=[CH:16][CH:15]=[N:14]1.[O-]P([O-])([O-])=O.[K+].[K+].[K+]. The catalyst is O1CCOCC1.C1C=CC(/C=C/C(/C=C/C2C=CC=CC=2)=O)=CC=1.C1C=CC(/C=C/C(/C=C/C2C=CC=CC=2)=O)=CC=1.C1C=CC(/C=C/C(/C=C/C2C=CC=CC=2)=O)=CC=1.[Pd].[Pd].P(OC)(OC)OC. The product is [CH3:7][C:6]1[O:5][C:4]([C:8]([O:10][CH3:11])=[O:9])=[CH:3][C:2]=1[C:17]1[N:13]([CH3:12])[N:14]=[CH:15][CH:16]=1. The yield is 0.850.